Predict which catalyst facilitates the given reaction. From a dataset of Catalyst prediction with 721,799 reactions and 888 catalyst types from USPTO. (1) Reactant: [S:1]1[CH:5]=[C:4]([CH:6]=O)[N:3]=[N:2]1.[CH3:8][O:9][C:10]1[CH:17]=[C:16]([O:18][CH3:19])[CH:15]=[CH:14][C:11]=1[CH2:12][NH2:13].C(O[BH-](OC(=O)C)OC(=O)C)(=O)C.[Na+].C(=O)([O-])O.[Na+]. Product: [CH3:8][O:9][C:10]1[CH:17]=[C:16]([O:18][CH3:19])[CH:15]=[CH:14][C:11]=1[CH2:12][NH:13][CH2:6][C:4]1[N:3]=[N:2][S:1][CH:5]=1. The catalyst class is: 417. (2) Reactant: [CH3:1][NH:2][C:3]([C:5]1[CH:10]=[C:9]([O:11][C:12]2[CH:17]=[CH:16][C:15]([N+:18]([O-])=O)=[C:14]([N+:21]([O-])=O)[CH:13]=2)[CH:8]=[CH:7][N:6]=1)=[O:4]. Product: [CH3:1][NH:2][C:3]([C:5]1[CH:10]=[C:9]([O:11][C:12]2[CH:17]=[CH:16][C:15]([NH2:18])=[C:14]([NH2:21])[CH:13]=2)[CH:8]=[CH:7][N:6]=1)=[O:4]. The catalyst class is: 191. (3) Reactant: [OH:1][C:2]1[CH:3]=[C:4]([CH:9]=[C:10]([O:12][C@H:13]2[CH2:17][CH2:16][N:15]([CH3:18])[C:14]2=[O:19])[CH:11]=1)[C:5]([O:7][CH3:8])=[O:6].F[C:21]1[CH:30]=[C:29]2[C:24]([C:25](=[O:32])[N:26]([CH3:31])[CH2:27][O:28]2)=[CH:23][CH:22]=1.C(=O)([O-])[O-].[K+].[K+]. Product: [CH3:31][N:26]1[C:25](=[O:32])[C:24]2[C:29](=[CH:30][C:21]([O:1][C:2]3[CH:3]=[C:4]([CH:9]=[C:10]([O:12][C@H:13]4[CH2:17][CH2:16][N:15]([CH3:18])[C:14]4=[O:19])[CH:11]=3)[C:5]([O:7][CH3:8])=[O:6])=[CH:22][CH:23]=2)[O:28][CH2:27]1. The catalyst class is: 10. (4) Reactant: C([SiH2][O:6][C:7](C)(C)[C@H:8]1[CH2:13][CH2:12][C@H:11]([CH2:14][C:15]#[N:16])[CH2:10][CH2:9]1)(C)(C)C.C(Cl)(Cl)[Cl:20]. Product: [ClH:20].[NH2:16][CH2:15][CH2:14][C@H:11]1[CH2:12][CH2:13][C@H:8]([CH2:7][OH:6])[CH2:9][CH2:10]1. The catalyst class is: 856. (5) The catalyst class is: 608. Reactant: [CH3:1][C:2]1[CH:7]=[CH:6][C:5]([S:8]([O:11][CH2:12][CH:13]2[CH2:17][C:16]3[CH:18]=[CH:19][CH:20]=[C:21](Br)[C:15]=3[O:14]2)(=[O:10])=[O:9])=[CH:4][CH:3]=1.[CH3:23][C:24]1[CH:29]=[CH:28][C:27](B(O)O)=[CH:26][CH:25]=1.C(=O)([O-])[O-].[K+].[K+].CC1C=CC(S(OCC2CC3C(C4C=CC=CC=4)=CC=CC=3O2)(=O)=O)=CC=1. Product: [CH3:1][C:2]1[CH:7]=[CH:6][C:5]([S:8]([O:11][CH2:12][CH:13]2[CH2:17][C:16]3[CH:18]=[CH:19][CH:20]=[C:21]([C:27]4[CH:28]=[CH:29][C:24]([CH3:23])=[CH:25][CH:26]=4)[C:15]=3[O:14]2)(=[O:10])=[O:9])=[CH:4][CH:3]=1. (6) Reactant: [CH:1]([C:3]1[CH:8]=[CH:7][CH:6]=[CH:5][C:4]=1[C:9]1[CH:14]=[CH:13][C:12]([C:15]2[C:23]3[C:22]([OH:24])=[C:21]([C:25]#[N:26])[C:20](=[O:27])[NH:19][C:18]=3[S:17][CH:16]=2)=[CH:11][CH:10]=1)=[O:2].[BH4-].[Na+]. Product: [OH:24][C:22]1[C:23]2[C:15]([C:12]3[CH:11]=[CH:10][C:9]([C:4]4[CH:5]=[CH:6][CH:7]=[CH:8][C:3]=4[CH2:1][OH:2])=[CH:14][CH:13]=3)=[CH:16][S:17][C:18]=2[NH:19][C:20](=[O:27])[C:21]=1[C:25]#[N:26]. The catalyst class is: 138. (7) Reactant: [F:1][C:2]1[CH:3]=[C:4]([CH:16]=[C:17]([N:19]2[CH2:24][CH2:23][O:22][CH2:21][CH2:20]2)[CH:18]=1)[C:5]([NH:7][CH2:8][C:9]1[CH:14]=[CH:13][CH:12]=[CH:11][C:10]=1[SH:15])=[O:6].[H-].[Na+].Cl[C:28]1[N:33]=[N:32][C:31]([CH:34]([C:37]2[C:42]([Cl:43])=[CH:41][CH:40]=[CH:39][C:38]=2[Cl:44])[C:35]#[N:36])=[CH:30][CH:29]=1. Product: [C:35]([CH:34]([C:37]1[C:42]([Cl:43])=[CH:41][CH:40]=[CH:39][C:38]=1[Cl:44])[C:31]1[N:32]=[N:33][C:28]([S:15][C:10]2[CH:11]=[CH:12][CH:13]=[CH:14][C:9]=2[CH2:8][NH:7][C:5](=[O:6])[C:4]2[CH:16]=[C:17]([N:19]3[CH2:20][CH2:21][O:22][CH2:23][CH2:24]3)[CH:18]=[C:2]([F:1])[CH:3]=2)=[CH:29][CH:30]=1)#[N:36]. The catalyst class is: 3. (8) Reactant: [CH3:1][O:2][C:3]1[CH:8]=[C:7]([CH3:9])[C:6]([S:10]([N:13]([CH2:15][C:16]2[S:20][C:19]([C:21]([O:23]C)=O)=[N:18][N:17]=2)[CH3:14])(=[O:12])=[O:11])=[C:5]([CH3:25])[CH:4]=1.[N:26]1([CH2:31][CH2:32][N:33]2[CH2:38][CH2:37][NH:36][CH2:35][CH2:34]2)[CH2:30][CH2:29][CH2:28][CH2:27]1.C[Al](C)C. Product: [CH3:1][O:2][C:3]1[CH:8]=[C:7]([CH3:9])[C:6]([S:10]([N:13]([CH3:14])[CH2:15][C:16]2[S:20][C:19]([C:21]([N:36]3[CH2:35][CH2:34][N:33]([CH2:32][CH2:31][N:26]4[CH2:27][CH2:28][CH2:29][CH2:30]4)[CH2:38][CH2:37]3)=[O:23])=[N:18][N:17]=2)(=[O:11])=[O:12])=[C:5]([CH3:25])[CH:4]=1. The catalyst class is: 1. (9) Reactant: [CH3:1][O:2][CH:3]([O:6][CH3:7])[CH2:4][NH2:5].[Cl:8][CH2:9][C:10]([NH:12][CH2:13][CH2:14][C:15]1[CH:20]=[CH:19][CH:18]=[CH:17][CH:16]=1)=[O:11]. Product: [ClH:8].[CH3:1][O:2][CH:3]([O:6][CH3:7])[CH2:4][NH:5][CH2:9][C:10]([NH:12][CH2:13][CH2:14][C:15]1[CH:20]=[CH:19][CH:18]=[CH:17][CH:16]=1)=[O:11]. The catalyst class is: 11.